Dataset: Forward reaction prediction with 1.9M reactions from USPTO patents (1976-2016). Task: Predict the product of the given reaction. (1) Given the reactants [CH2:1]([C@H:8]([NH:43][C:44](=[O:50])[O:45][C:46]([CH3:49])([CH3:48])[CH3:47])[C@@H:9]([OH:42])[CH:10]([NH:30][S:31]([C:34]1[CH:39]=[CH:38][C:37]([O:40][CH3:41])=[CH:36][CH:35]=1)(=[O:33])=[O:32])[CH2:11][C:12]([CH3:29])([CH3:28])[CH2:13][CH2:14][O:15][C:16]([O:18]C1C=CC([N+]([O-])=O)=CC=1)=O)[C:2]1[CH:7]=[CH:6][CH:5]=[CH:4][CH:3]=1.[NH4+:51], predict the reaction product. The product is: [CH2:1]([C@H:8]([NH:43][C:44](=[O:50])[O:45][C:46]([CH3:48])([CH3:47])[CH3:49])[C@@H:9]([OH:42])[CH:10]([NH:30][S:31]([C:34]1[CH:35]=[CH:36][C:37]([O:40][CH3:41])=[CH:38][CH:39]=1)(=[O:33])=[O:32])[CH2:11][C:12]([CH3:28])([CH3:29])[CH2:13][CH2:14][O:15][C:16](=[O:18])[NH2:51])[C:2]1[CH:3]=[CH:4][CH:5]=[CH:6][CH:7]=1. (2) Given the reactants CS(O[CH2:6][CH2:7][C@H:8]([NH:15][C:16]([C@H:18]1[N:22]([S:23]([C:26]2[CH:31]=[CH:30][C:29]([C:32]3[CH:37]=[CH:36][CH:35]=[CH:34][CH:33]=3)=[CH:28][CH:27]=2)(=[O:25])=[O:24])[CH2:21][CH2:20][S:19]1)=[O:17])[C:9]1[CH:14]=[CH:13][CH:12]=[CH:11][CH:10]=1)(=O)=O.[O:38]1[CH:42]=[CH:41][CH:40]=[C:39]1[CH2:43][NH:44][CH3:45], predict the reaction product. The product is: [C:29]1([C:32]2[CH:37]=[CH:36][CH:35]=[CH:34][CH:33]=2)[CH:30]=[CH:31][C:26]([S:23]([N:22]2[CH2:21][CH2:20][S:19][C@H:18]2[C:16]([NH:15][C@H:8]([C:9]2[CH:14]=[CH:13][CH:12]=[CH:11][CH:10]=2)[CH2:7][CH2:6][N:44]([CH2:43][C:39]2[O:38][CH:42]=[CH:41][CH:40]=2)[CH3:45])=[O:17])(=[O:25])=[O:24])=[CH:27][CH:28]=1. (3) Given the reactants [NH2:1][C:2]1[N:7]=[C:6](OS(C(F)(F)F)(=O)=O)[C:5]([C:16]#[N:17])=[C:4]([C:18]2[O:19][CH:20]=[CH:21][CH:22]=2)[N:3]=1.[C:23](B(O)O)([CH3:25])=[CH2:24].C(=O)([O-])[O-].[Na+].[Na+], predict the reaction product. The product is: [NH2:1][C:2]1[N:3]=[C:4]([C:18]2[O:19][CH:20]=[CH:21][CH:22]=2)[C:5]([C:16]#[N:17])=[C:6]([C:23]([CH3:25])=[CH2:24])[N:7]=1.